Predict the product of the given reaction. From a dataset of Forward reaction prediction with 1.9M reactions from USPTO patents (1976-2016). (1) Given the reactants Br[C:2]1[CH:7]=[CH:6][C:5]([C:8]2[O:12][N:11]=[C:10]([CH3:13])[C:9]=2[NH:14][CH:15]([CH3:25])[CH2:16][CH2:17][C:18]2[CH:23]=[CH:22][CH:21]=[C:20]([Cl:24])[CH:19]=2)=[CH:4][CH:3]=1.[CH2:26]([O:28][C:29]([C:31]1([C:34]2[CH:39]=[CH:38][C:37](B3OC(C)(C)C(C)(C)O3)=[CH:36][CH:35]=2)[CH2:33][CH2:32]1)=[O:30])[CH3:27], predict the reaction product. The product is: [CH2:26]([O:28][C:29]([C:31]1([C:34]2[CH:39]=[CH:38][C:37]([C:2]3[CH:7]=[CH:6][C:5]([C:8]4[O:12][N:11]=[C:10]([CH3:13])[C:9]=4[NH:14][CH:15]([CH3:25])[CH2:16][CH2:17][C:18]4[CH:23]=[CH:22][CH:21]=[C:20]([Cl:24])[CH:19]=4)=[CH:4][CH:3]=3)=[CH:36][CH:35]=2)[CH2:32][CH2:33]1)=[O:30])[CH3:27]. (2) Given the reactants [CH3:1][C:2]1([CH3:14])[CH2:7][O:6][C:5]2([CH2:12][CH2:11][C:10](=[O:13])[CH2:9][CH2:8]2)[O:4][CH2:3]1.[BH4-], predict the reaction product. The product is: [CH3:1][C:2]1([CH3:14])[CH2:3][O:4][C:5]2([CH2:8][CH2:9][CH:10]([OH:13])[CH2:11][CH2:12]2)[O:6][CH2:7]1. (3) The product is: [N:2]1[CH:3]=[CH:4][C:5]([N:8]2[CH2:12][CH2:11][C:10]3([CH2:17][CH2:16][N:15]([C:28]([NH:27][CH2:30][CH2:31][C:32]([O:34][CH2:35][CH3:36])=[O:33])=[O:29])[CH2:14][CH2:13]3)[CH2:9]2)=[CH:6][CH:7]=1. Given the reactants Cl.[N:2]1[CH:7]=[CH:6][C:5]([N:8]2[CH2:12][CH2:11][C:10]3([CH2:17][CH2:16][NH:15][CH2:14][CH2:13]3)[CH2:9]2)=[CH:4][CH:3]=1.CCN(C(C)C)C(C)C.[N:27]([CH2:30][CH2:31][C:32]([O:34][CH2:35][CH3:36])=[O:33])=[C:28]=[O:29], predict the reaction product. (4) Given the reactants [CH2:1]([Li])CCC.[Br-].[OH:7][C:8]1[CH:13]=[CH:12][CH:11]=[CH:10][C:9]=1[P+](C1C=CC=CC=1)(C1C=CC=CC=1)C1C=CC=CC=1.[C:33]([CH2:35][CH2:36][CH2:37][CH2:38][CH:39]([CH:52]=O)[CH2:40][CH2:41][C:42]1[CH:51]=[CH:50][C:45]([C:46]([O:48][CH3:49])=[O:47])=[CH:44][CH:43]=1)#[N:34], predict the reaction product. The product is: [C:33]([CH2:35][CH2:36][CH2:37][CH2:38][CH:39](/[CH:52]=[CH:1]/[C:9]1[CH:10]=[CH:11][CH:12]=[CH:13][C:8]=1[OH:7])[CH2:40][CH2:41][C:42]1[CH:51]=[CH:50][C:45]([C:46]([O:48][CH3:49])=[O:47])=[CH:44][CH:43]=1)#[N:34].